This data is from Reaction yield outcomes from USPTO patents with 853,638 reactions. The task is: Predict the reaction yield, written as a fraction of the theoretical maximum amount of product (1.0 means a 100% yield; for example, 0.34 means a 34% yield). (1) The reactants are [CH3:1][O:2][C:3]1[CH:8]=[C:7]([O:9][CH3:10])[N:6]=[C:5]([CH2:11][C:12](=O)[CH3:13])[N:4]=1.Cl.[CH3:16][C:17]1[CH:22]=[CH:21][CH:20]=[CH:19][C:18]=1[NH:23]N.C(OCC)(=O)C.O. The catalyst is C1(C)C=CC=CC=1.[Cl-].[Zn+2].[Cl-].C(OCC)(=O)C.CCCCCC. The product is [CH3:1][O:2][C:3]1[CH:8]=[C:7]([O:9][CH3:10])[N:6]=[C:5]([C:11]2[C:19]3[C:18](=[C:17]([CH3:16])[CH:22]=[CH:21][CH:20]=3)[NH:23][C:12]=2[CH3:13])[N:4]=1. The yield is 0.340. (2) The reactants are [OH:1][C@H:2]1[CH2:6][CH2:5][N:4]([C:7]([O:9][C:10]([CH3:13])([CH3:12])[CH3:11])=[O:8])[CH2:3]1.C(N(C(C)C)C(C)C)C.[CH3:23][S:24](Cl)(=[O:26])=[O:25]. The catalyst is ClCCl. The product is [CH3:23][S:24]([O:1][C@H:2]1[CH2:6][CH2:5][N:4]([C:7]([O:9][C:10]([CH3:13])([CH3:12])[CH3:11])=[O:8])[CH2:3]1)(=[O:26])=[O:25]. The yield is 0.790. (3) The reactants are CC(C)([O-])C.[K+].O1CCCC1.[Br:12][C:13]1[C:22]([Cl:23])=[C:21]2[C:16]([CH2:17][CH2:18][NH:19][C:20]2=[O:24])=[C:15]([Cl:25])[CH:14]=1.[CH2:26]([O:33][C:34]1[C:39]([CH2:40]Cl)=[C:38]([CH3:42])[CH:37]=[C:36]([CH3:43])[N:35]=1)[C:27]1[CH:32]=[CH:31][CH:30]=[CH:29][CH:28]=1. The catalyst is CN(C)C=O.C(OC)(C)(C)C.C(O)(=O)C. The product is [CH2:26]([O:33][C:34]1[C:39]([CH2:40][N:19]2[CH2:18][CH2:17][C:16]3[C:21](=[C:22]([Cl:23])[C:13]([Br:12])=[CH:14][C:15]=3[Cl:25])[C:20]2=[O:24])=[C:38]([CH3:42])[CH:37]=[C:36]([CH3:43])[N:35]=1)[C:27]1[CH:32]=[CH:31][CH:30]=[CH:29][CH:28]=1. The yield is 0.640. (4) The reactants are [C:1]1([CH:7]2[S:12][CH2:11][CH2:10][CH2:9][S:8]2)[CH:6]=[CH:5][CH:4]=[CH:3][CH:2]=1.[CH2:13]([Li])[CH2:14][CH2:15][CH3:16].[CH2:18]1[CH2:22][O:21][CH2:20][CH2:19]1. No catalyst specified. The product is [C:18]1([CH2:19][CH:20]([C:7]2([C:1]3[CH:2]=[CH:3][CH:4]=[CH:5][CH:6]=3)[S:8][CH2:9][CH2:10][CH2:11][S:12]2)[OH:21])[CH:22]=[CH:16][CH:15]=[CH:14][CH:13]=1. The yield is 0.710. (5) The reactants are [CH3:1][N:2]([C:6]1[CH:30]=[CH:29][C:9]2[N:10]([CH2:22][CH:23]3[CH2:28][CH2:27][O:26][CH2:25][CH2:24]3)[C:11]([C:13]([CH3:21])([C:15]3[CH:20]=[CH:19][CH:18]=[CH:17][N:16]=3)[CH3:14])=[N:12][C:8]=2[CH:7]=1)C(=O)C. The catalyst is CCO. The product is [CH3:1][NH:2][C:6]1[CH:30]=[CH:29][C:9]2[N:10]([CH2:22][CH:23]3[CH2:28][CH2:27][O:26][CH2:25][CH2:24]3)[C:11]([C:13]([CH3:21])([C:15]3[CH:20]=[CH:19][CH:18]=[CH:17][N:16]=3)[CH3:14])=[N:12][C:8]=2[CH:7]=1. The yield is 1.00.